Dataset: Forward reaction prediction with 1.9M reactions from USPTO patents (1976-2016). Task: Predict the product of the given reaction. (1) Given the reactants [Br:1][C:2]1[CH:10]=[CH:9][C:5]([C:6]([OH:8])=O)=[CH:4][C:3]=1[F:11].[C:12]([O:16][C:17]([N:19]1[CH2:24][CH2:23][CH:22]([NH:25][CH:26]2[CH2:28][CH2:27]2)[CH2:21][CH2:20]1)=[O:18])([CH3:15])([CH3:14])[CH3:13], predict the reaction product. The product is: [C:12]([O:16][C:17]([N:19]1[CH2:24][CH2:23][CH:22]([N:25]([C:6](=[O:8])[C:5]2[CH:9]=[CH:10][C:2]([Br:1])=[C:3]([F:11])[CH:4]=2)[CH:26]2[CH2:27][CH2:28]2)[CH2:21][CH2:20]1)=[O:18])([CH3:15])([CH3:13])[CH3:14]. (2) Given the reactants [Br:1][C:2]1[C:11]([C@H:12]([O:16][C:17]([CH3:20])([CH3:19])[CH3:18])[C:13]([OH:15])=[O:14])=[C:10]([CH3:21])[CH:9]=[C:8]2[C:3]=1[CH:4]=[CH:5][C:6]([CH3:22])=[N:7]2.C(=O)([O-])[O-].[Cs+].[Cs+].I[CH2:30][CH3:31], predict the reaction product. The product is: [Br:1][C:2]1[C:11]([C@H:12]([O:16][C:17]([CH3:18])([CH3:19])[CH3:20])[C:13]([O:15][CH2:30][CH3:31])=[O:14])=[C:10]([CH3:21])[CH:9]=[C:8]2[C:3]=1[CH:4]=[CH:5][C:6]([CH3:22])=[N:7]2.